Task: Predict the reactants needed to synthesize the given product.. Dataset: Full USPTO retrosynthesis dataset with 1.9M reactions from patents (1976-2016) (1) Given the product [C:17]1([C:16]2[C:10]3[N:9]=[CH:8][N:7]([C:1]4[CH:6]=[C:5]([CH3:24])[CH:4]=[CH:3][CH:2]=4)[C:12](=[O:13])[C:11]=3[S:14][CH:15]=2)[CH:18]=[CH:19][CH:20]=[CH:21][CH:22]=1, predict the reactants needed to synthesize it. The reactants are: [C:1]1([N:7]2[C:12](=[O:13])[C:11]3[S:14][CH:15]=[C:16]([C:17]4[CH:22]=[CH:21][CH:20]=[CH:19][CH:18]=4)[C:10]=3[N:9]=[CH:8]2)[CH:6]=[CH:5][CH:4]=[CH:3][CH:2]=1.N[C:24]1C(C2C=CC=CC=2)=CSC=1C(OC)=O.C(OCC)(OCC)OCC.NC1C=CC=C(C)C=1. (2) Given the product [Br:10][C:11]1[S:15][C:14]([N:16]2[C:2]([CH3:1])=[CH:3][CH:4]=[C:5]2[CH3:6])=[N:13][C:12]=1[C:17]([F:20])([F:19])[F:18], predict the reactants needed to synthesize it. The reactants are: [CH3:1][C:2](=O)[CH2:3][CH2:4][C:5](=O)[CH3:6].Br.[Br:10][C:11]1[S:15][C:14]([NH2:16])=[N:13][C:12]=1[C:17]([F:20])([F:19])[F:18].P([O-])([O-])([O-])=O. (3) The reactants are: [C:1]([C:3]1[CH:8]=[CH:7][C:6]([CH:9]([C:24]2[C:29](=[O:30])[CH2:28][CH:27]([C:31](F)(F)F)[CH2:26][C:25]=2[OH:35])[NH:10][C:11]([NH:13][C:14]2[CH:19]=[CH:18][CH:17]=[C:16]([C:20]([F:23])([F:22])[F:21])[CH:15]=2)=[O:12])=[CH:5][CH:4]=1)#[N:2].[CH3:36][O:37][C:38]1[CH:39]=C(C2CC(=O)CC(=O)C2)[CH:41]=[C:42]([O:46][CH3:47])[C:43]=1[O:44][CH3:45]. Given the product [C:1]([C:3]1[CH:4]=[CH:5][C:6]([CH:9]([C:24]2[C:29](=[O:30])[CH2:28][CH:27]([C:31]3[CH:39]=[C:38]([O:37][CH3:36])[C:43]([O:44][CH3:45])=[C:42]([O:46][CH3:47])[CH:41]=3)[CH2:26][C:25]=2[OH:35])[NH:10][C:11]([NH:13][C:14]2[CH:19]=[CH:18][CH:17]=[C:16]([C:20]([F:22])([F:21])[F:23])[CH:15]=2)=[O:12])=[CH:7][CH:8]=1)#[N:2], predict the reactants needed to synthesize it.